This data is from Full USPTO retrosynthesis dataset with 1.9M reactions from patents (1976-2016). The task is: Predict the reactants needed to synthesize the given product. (1) Given the product [C:1]([O:20][CH2:21][CH2:22][O:23][CH2:24][CH2:25][O:26][CH2:29][CH:31]1[CH2:32][O:33]1)([C:8]1[CH:13]=[CH:12][CH:11]=[CH:10][CH:9]=1)([C:14]1[CH:15]=[CH:16][CH:17]=[CH:18][CH:19]=1)[C:2]1[CH:3]=[CH:4][CH:5]=[CH:6][CH:7]=1, predict the reactants needed to synthesize it. The reactants are: [C:1]([O:20][CH2:21][CH2:22][O:23][CH2:24][CH2:25][OH:26])([C:14]1[CH:19]=[CH:18][CH:17]=[CH:16][CH:15]=1)([C:8]1[CH:13]=[CH:12][CH:11]=[CH:10][CH:9]=1)[C:2]1[CH:7]=[CH:6][CH:5]=[CH:4][CH:3]=1.[H-].[Na+].[CH2:29]([CH:31]1[O:33][CH2:32]1)Br. (2) Given the product [CH2:27]([N:24]1[CH2:25][CH2:26][C:21]([CH3:34])([C:17]2[CH:18]=[CH:19][CH:20]=[C:15]([C:13]3[N:14]=[N:7][NH:6][C:5]=3[Si:2]([CH3:4])([CH3:3])[CH3:1])[CH:16]=2)[CH:22]([CH3:33])[CH2:23]1)[CH2:28][CH2:29][CH2:30][CH2:31][CH3:32], predict the reactants needed to synthesize it. The reactants are: [CH3:1][Si:2]([CH:5]=[N+:6]=[N-:7])([CH3:4])[CH3:3].C([Li])CCC.[C:13]([C:15]1[CH:16]=[C:17]([C:21]2([CH3:34])[CH2:26][CH2:25][N:24]([CH2:27][CH2:28][CH2:29][CH2:30][CH2:31][CH3:32])[CH2:23][CH:22]2[CH3:33])[CH:18]=[CH:19][CH:20]=1)#[N:14]. (3) Given the product [NH2:1][C:4]1[CH:20]=[CH:19][C:7]([C:8]([C:10]2[N:14]([CH3:15])[C:13]([CH2:16][C:17]#[N:18])=[CH:12][CH:11]=2)=[O:9])=[CH:6][CH:5]=1, predict the reactants needed to synthesize it. The reactants are: [N+:1]([C:4]1[CH:20]=[CH:19][C:7]([C:8]([C:10]2[N:14]([CH3:15])[C:13]([CH2:16][C:17]#[N:18])=[CH:12][CH:11]=2)=[O:9])=[CH:6][CH:5]=1)([O-])=O. (4) Given the product [CH2:13]([NH:20][C:10]([C:8]1[CH:9]=[C:4]2[CH:3]=[CH:2][NH:1][C:5]2=[N:6][CH:7]=1)=[O:12])[C:14]1[CH:19]=[CH:18][CH:17]=[CH:16][CH:15]=1, predict the reactants needed to synthesize it. The reactants are: [NH:1]1[C:5]2=[N:6][CH:7]=[C:8]([C:10]([OH:12])=O)[CH:9]=[C:4]2[CH:3]=[CH:2]1.[CH2:13]([NH2:20])[C:14]1[CH:19]=[CH:18][CH:17]=[CH:16][CH:15]=1.C1CN([P+](Br)(N2CCCC2)N2CCCC2)CC1.F[P-](F)(F)(F)(F)F.C(N(CC)CC)C.O1CCCC1.CN(C)C=O.C(Cl)Cl. (5) Given the product [CH2:25]([N:32]1[CH2:36][CH2:35][C@@H:34]([NH:37][C:10](=[O:12])[CH2:9][NH:8][C:6](=[O:7])[C:5]2[CH:13]=[CH:14][CH:15]=[C:3]([C:2]([F:1])([F:17])[F:16])[CH:4]=2)[CH2:33]1)[C:26]1[CH:27]=[CH:28][CH:29]=[CH:30][CH:31]=1, predict the reactants needed to synthesize it. The reactants are: [F:1][C:2]([F:17])([F:16])[C:3]1[CH:4]=[C:5]([CH:13]=[CH:14][CH:15]=1)[C:6]([NH:8][CH2:9][C:10]([OH:12])=O)=[O:7].CN1CCOCC1.[CH2:25]([N:32]1[CH2:36][CH2:35][C@@H:34]([NH2:37])[CH2:33]1)[C:26]1[CH:31]=[CH:30][CH:29]=[CH:28][CH:27]=1.CC#N. (6) Given the product [Cl:27][CH2:28][CH2:29][O:1][C:2]1[C:7]([CH3:8])=[CH:6][C:5]([C:9]2[O:10][C:11](=[O:23])[C:12]3[C:17]([CH:18]=2)=[CH:16][C:15]([O:19][CH3:20])=[CH:14][C:13]=3[O:21][CH3:22])=[CH:4][C:3]=1[CH3:24], predict the reactants needed to synthesize it. The reactants are: [OH:1][C:2]1[C:7]([CH3:8])=[CH:6][C:5]([C:9]2[O:10][C:11](=[O:23])[C:12]3[C:17]([CH:18]=2)=[CH:16][C:15]([O:19][CH3:20])=[CH:14][C:13]=3[O:21][CH3:22])=[CH:4][C:3]=1[CH3:24].[H-].[Na+].[Cl:27][CH2:28][CH2:29]I. (7) Given the product [C:23]1([O:22][C:16]2[CH:17]=[C:18]3[C:13](=[CH:14][CH:15]=2)[N:12]=[C:11]([N:9]2[CH:10]=[C:6]([C:4]([OH:5])=[O:3])[CH:7]=[N:8]2)[NH:20][C:19]3=[O:21])[C:32]2[C:27](=[CH:28][CH:29]=[CH:30][CH:31]=2)[CH:26]=[CH:25][CH:24]=1, predict the reactants needed to synthesize it. The reactants are: C([O:3][C:4]([C:6]1[CH:7]=[N:8][N:9]([C:11]2[NH:20][C:19](=[O:21])[C:18]3[C:13](=[CH:14][CH:15]=[C:16]([O:22][C:23]4[C:32]5[C:27](=[CH:28][CH:29]=[CH:30][CH:31]=5)[CH:26]=[CH:25][CH:24]=4)[CH:17]=3)[N:12]=2)[CH:10]=1)=[O:5])C.[OH-].[K+]. (8) The reactants are: [CH3:1][O:2][C:3]1[C:8]2[NH:9][C:10](=[O:12])[S:11][C:7]=2[CH:6]=[CH:5][CH:4]=1.[C:13](Cl)(=[O:15])[CH3:14].[Cl-].[Al+3].[Cl-].[Cl-]. Given the product [C:13]([C:6]1[C:7]2[S:11][C:10](=[O:12])[NH:9][C:8]=2[C:3]([O:2][CH3:1])=[CH:4][CH:5]=1)(=[O:15])[CH3:14], predict the reactants needed to synthesize it.